From a dataset of Forward reaction prediction with 1.9M reactions from USPTO patents (1976-2016). Predict the product of the given reaction. Given the reactants [CH2:1]([N:4]1[CH2:7][CH:6]([C:8]2[CH:13]=[CH:12][C:11]([NH2:14])=[CH:10][CH:9]=2)[CH2:5]1)[CH2:2][CH3:3].[F:15][CH:16]([F:29])[CH:17]([C:19]1[CH:24]=[CH:23][C:22]([S:25](Cl)(=[O:27])=[O:26])=[CH:21][CH:20]=1)[CH3:18], predict the reaction product. The product is: [F:29][CH:16]([F:15])[CH:17]([C:19]1[CH:20]=[CH:21][C:22]([S:25]([NH:14][C:11]2[CH:10]=[CH:9][C:8]([CH:6]3[CH2:5][N:4]([CH2:1][CH2:2][CH3:3])[CH2:7]3)=[CH:13][CH:12]=2)(=[O:27])=[O:26])=[CH:23][CH:24]=1)[CH3:18].